From a dataset of Forward reaction prediction with 1.9M reactions from USPTO patents (1976-2016). Predict the product of the given reaction. (1) Given the reactants C(O[C:12]([C:14]([O:20][C:21]([C:24]([C:27]([F:30])([F:29])[F:28])([F:26])[F:25])([F:23])[F:22])([C:16]([F:19])([F:18])[F:17])[F:15])=[O:13])(C(F)(F)F)(C(F)(F)F)F.C(OC(C(OC(C(C(F)(F)F)(F)F)(F)F)(C(F)(F)F)F)=O)(C(F)(F)F)C(F)(F)[F:33].[F-].[Na+], predict the reaction product. The product is: [F:33][C:12]([C:14]([O:20][C:21]([C:24]([C:27]([F:30])([F:28])[F:29])([F:25])[F:26])([F:23])[F:22])([C:16]([F:18])([F:17])[F:19])[F:15])=[O:13]. (2) Given the reactants [Cl:1][C:2]1[C:3]2[NH:10][CH:9]=[CH:8][C:4]=2[N:5]=[CH:6][N:7]=1.C(=O)([O-])[O-].[K+].[K+].I[CH2:18][CH3:19], predict the reaction product. The product is: [Cl:1][C:2]1[C:3]2[N:10]([CH2:18][CH3:19])[CH:9]=[CH:8][C:4]=2[N:5]=[CH:6][N:7]=1.